From a dataset of Reaction yield outcomes from USPTO patents with 853,638 reactions. Predict the reaction yield, written as a fraction of the theoretical maximum amount of product (1.0 means a 100% yield; for example, 0.34 means a 34% yield). (1) The reactants are FC1C=C(F)C=CC=1C[N:5]1[C:9]2=[CH:10][N:11]=[C:12](C(OCC)=O)[CH:13]=[C:8]2[CH:7]=[CH:6]1.N1C2=CN=C(C(OCC)=[O:34])C=C2C=C1.[H-].[Na+].[F:40][C:41]1[CH:48]=[C:47]([F:49])[CH:46]=[CH:45][C:42]=1[CH2:43]Br.C[N:51]([CH:53]=[O:54])C. No catalyst specified. The product is [F:40][C:41]1[CH:48]=[C:47]([F:49])[CH:46]=[CH:45][C:42]=1[CH2:43][N:5]1[C:9]2=[CH:10][N:11]=[C:12]([C:53]([NH:51][OH:34])=[O:54])[CH:13]=[C:8]2[CH:7]=[CH:6]1. The yield is 0.480. (2) The reactants are C([NH:8][C@H:9]1[CH2:14][CH2:13][C@@H:12]([C:15]2[CH:20]=[CH:19][C:18]([O:21][Si:22]([C:25]([CH3:28])([CH3:27])[CH3:26])([CH3:24])[CH3:23])=[CH:17][C:16]=2[O:29][Si:30]([C:33]([CH3:36])([CH3:35])[CH3:34])([CH3:32])[CH3:31])[CH2:11][CH2:10]1)C1C=CC=CC=1. The catalyst is C(O)C.[Pd]. The product is [Si:30]([O:29][C:16]1[CH:17]=[C:18]([O:21][Si:22]([C:25]([CH3:26])([CH3:27])[CH3:28])([CH3:24])[CH3:23])[CH:19]=[CH:20][C:15]=1[C@@H:12]1[CH2:11][CH2:10][C@H:9]([NH2:8])[CH2:14][CH2:13]1)([C:33]([CH3:34])([CH3:35])[CH3:36])([CH3:32])[CH3:31]. The yield is 0.970. (3) The reactants are [Br:1][C:2]1[CH:7]=[CH:6][C:5]([Br:8])=[CH:4][C:3]=1[N+:9]([O-])=O.[CH:12](/[Mg]Br)=[CH:13]\[CH3:14].[NH4+].[Cl-]. The catalyst is C1COCC1. The product is [Br:8][C:5]1[CH:6]=[CH:7][C:2]([Br:1])=[C:3]2[C:4]=1[C:13]([CH3:14])=[CH:12][NH:9]2. The yield is 0.370. (4) The reactants are [CH3:1][N:2]1[C:10]2[C:5](=[CH:6][CH:7]=[CH:8][CH:9]=2)[C:4]([C:11]2[C:12](=[O:26])[NH:13][C:14](=[O:25])[C:15]=2[C:16]2[CH:21]=[CH:20][CH:19]=[C:18]([N+:22]([O-])=O)[CH:17]=2)=[CH:3]1.[OH-].[Na+]. The catalyst is CC(C)=O. The product is [CH3:1][N:2]1[C:10]2[C:5](=[CH:6][CH:7]=[CH:8][CH:9]=2)[C:4]([C:11]2[C:12](=[O:26])[NH:13][C:14](=[O:25])[C:15]=2[C:16]2[CH:21]=[CH:20][CH:19]=[C:18]([NH2:22])[CH:17]=2)=[CH:3]1. The yield is 0.825.